From a dataset of Forward reaction prediction with 1.9M reactions from USPTO patents (1976-2016). Predict the product of the given reaction. Given the reactants CC(OI1(OC(C)=O)(OC(C)=O)OC(=O)C2C1=CC=CC=2)=O.[OH:23][CH2:24][C:25]1([C:28]([O:30][CH2:31][CH3:32])=[O:29])[CH2:27][CH2:26]1.S([O-])([O-])(=O)=S.[Na+].[Na+], predict the reaction product. The product is: [CH:24]([C:25]1([C:28]([O:30][CH2:31][CH3:32])=[O:29])[CH2:27][CH2:26]1)=[O:23].